Dataset: Forward reaction prediction with 1.9M reactions from USPTO patents (1976-2016). Task: Predict the product of the given reaction. Given the reactants C([O:4][C:5]1[C:13]2[S:12][C:11]([CH3:14])=[CH:10][C:9]=2[CH:8]=[C:7]([C:15]([O:17][CH2:18][CH3:19])=[O:16])[CH:6]=1)(=O)C.C(=O)([O-])[O-].[K+].[K+], predict the reaction product. The product is: [OH:4][C:5]1[C:13]2[S:12][C:11]([CH3:14])=[CH:10][C:9]=2[CH:8]=[C:7]([C:15]([O:17][CH2:18][CH3:19])=[O:16])[CH:6]=1.